From a dataset of Forward reaction prediction with 1.9M reactions from USPTO patents (1976-2016). Predict the product of the given reaction. (1) Given the reactants [CH3:13][C:12]([O:11][C:9](O[C:9]([O:11][C:12]([CH3:15])([CH3:14])[CH3:13])=[O:10])=[O:10])([CH3:15])[CH3:14].[Br:16][C:17]1[CH:22]=[CH:21][C:20]([C@@H:23]2[CH2:25][C@H:24]2[NH2:26])=[CH:19][CH:18]=1.CCN(CC)CC, predict the reaction product. The product is: [Br:16][C:17]1[CH:18]=[CH:19][C:20]([C@@H:23]2[CH2:25][C@H:24]2[NH:26][C:9](=[O:10])[O:11][C:12]([CH3:13])([CH3:14])[CH3:15])=[CH:21][CH:22]=1. (2) Given the reactants [CH3:1][C:2]1[C:10]2[C:5](=[N:6][CH:7]=[C:8]([C:11]3[CH:12]=[C:13]([CH:15]=[CH:16][CH:17]=3)[NH2:14])[CH:9]=2)[NH:4][CH:3]=1.C(NCC)C.CCN=C=NCCCN(C)C.Cl.Cl.[CH3:36][N:37]([CH3:44])[CH2:38]/[CH:39]=[CH:40]/[C:41](O)=[O:42], predict the reaction product. The product is: [CH3:36][N:37]([CH3:44])[CH2:38]/[CH:39]=[CH:40]/[C:41]([NH:14][C:13]1[CH:15]=[CH:16][CH:17]=[C:11]([C:8]2[CH:9]=[C:10]3[C:2]([CH3:1])=[CH:3][NH:4][C:5]3=[N:6][CH:7]=2)[CH:12]=1)=[O:42]. (3) Given the reactants C(O)C(O)C[O:4][CH2:5][CH:6]([OH:9])[CH2:7][OH:8].[C:12]([OH:31])(=[O:30])[CH2:13][CH2:14][CH2:15][CH2:16][CH2:17][CH2:18][CH2:19][CH2:20][CH2:21][CH2:22][CH2:23][CH2:24][CH2:25][CH2:26][CH:27]([CH3:29])[CH3:28], predict the reaction product. The product is: [C:12]([OH:31])(=[O:30])[CH2:13][CH2:14][CH2:15][CH2:16][CH2:17][CH2:18][CH2:19][CH2:20][CH2:21][CH2:22][CH2:23][CH2:24][CH2:25][CH2:26][CH:27]([CH3:28])[CH3:29].[OH:4][CH2:5][CH:6]([CH2:7][OH:8])[OH:9].[OH:4][CH2:5][CH:6]([CH2:7][OH:8])[OH:9]. (4) Given the reactants [CH3:1][C:2]1[C:11]2[C:6](=[CH:7][CH:8]=[CH:9][CH:10]=2)[C:5]([C:12]([O:14][CH3:15])=[O:13])=[CH:4][CH:3]=1.C1C(=O)N([Br:23])C(=O)C1.C(OOC(=O)C1C=CC=CC=1)(=O)C1C=CC=CC=1, predict the reaction product. The product is: [Br:23][CH2:1][C:2]1[C:11]2[C:6](=[CH:7][CH:8]=[CH:9][CH:10]=2)[C:5]([C:12]([O:14][CH3:15])=[O:13])=[CH:4][CH:3]=1. (5) Given the reactants [CH2:1]([S:8][CH2:9][C@H:10]([NH:14][C:15]([N:17]1[CH2:22][CH2:21][O:20][CH2:19][CH2:18]1)=[O:16])[C:11]([OH:13])=O)[C:2]1[CH:7]=[CH:6][CH:5]=[CH:4][CH:3]=1.[F:23][C:24]([F:38])([F:37])[O:25][C:26]1[CH:31]=[CH:30][C:29]([NH:32][CH2:33][C@@H:34]([NH2:36])[CH3:35])=[CH:28][CH:27]=1.CN(C(ON1N=NC2C=CC=NC1=2)=[N+](C)C)C.F[P-](F)(F)(F)(F)F.CCN(C(C)C)C(C)C, predict the reaction product. The product is: [CH2:1]([S:8][CH2:9][C@H:10]([NH:14][C:15]([N:17]1[CH2:22][CH2:21][O:20][CH2:19][CH2:18]1)=[O:16])[C:11](=[O:13])[NH:36][C@@H:34]([CH3:35])[CH2:33][NH:32][C:29]1[CH:28]=[CH:27][C:26]([O:25][C:24]([F:23])([F:37])[F:38])=[CH:31][CH:30]=1)[C:2]1[CH:3]=[CH:4][CH:5]=[CH:6][CH:7]=1. (6) Given the reactants [ClH:1].C1(C(=[N:15][CH:16]([CH2:24][C:25]2[CH:30]=[CH:29][C:28]([O:31][C:32]([F:35])([F:34])[F:33])=[CH:27][CH:26]=2)[C:17]([O:19]C(C)(C)C)=[O:18])C2C=CC=CC=2)C=CC=CC=1, predict the reaction product. The product is: [ClH:1].[NH2:15][CH:16]([CH2:24][C:25]1[CH:26]=[CH:27][C:28]([O:31][C:32]([F:33])([F:34])[F:35])=[CH:29][CH:30]=1)[C:17]([OH:19])=[O:18]. (7) Given the reactants [ClH:1].Cl.[Cl:3][C:4]1C(C2SC3C=CC=C(C(N)=O)C=3C=2)=NC(NCCC2CCN(C)CC2)=NC=1.[CH:32]1([NH:35][C:36]([C:38]2[C:46]3[CH:45]=[C:44]([C:47]4[C:52]([Cl:53])=[CH:51][N:50]=[C:49]([NH:54][CH2:55][CH2:56][CH2:57][N:58]5[CH2:63][CH2:62][NH:61][CH2:60][C@@H:59]5[CH3:64])[N:48]=4)[S:43][C:42]=3[CH:41]=[CH:40][CH:39]=2)=[O:37])[CH2:34][CH2:33]1, predict the reaction product. The product is: [ClH:3].[ClH:53].[ClH:1].[CH:32]1([NH:35][C:36]([C:38]2[C:46]3[CH:45]=[C:44]([C:47]4[C:52]([Cl:53])=[CH:51][N:50]=[C:49]([NH:54][CH2:55][CH2:56][CH2:57][N:58]5[CH2:63][CH2:62][N:61]([CH3:4])[CH2:60][C@@H:59]5[CH3:64])[N:48]=4)[S:43][C:42]=3[CH:41]=[CH:40][CH:39]=2)=[O:37])[CH2:34][CH2:33]1. (8) Given the reactants [C:1]([C:3]1[CH:8]=[CH:7][C:6]([C@@H:9]2[C:14]([C:15]#[N:16])=[C:13]([CH3:17])[N:12]([C:18]3[CH:23]=[CH:22][CH:21]=[C:20]([C:24]([F:27])([F:26])[F:25])[CH:19]=3)[C:11](=[O:28])[NH:10]2)=[C:5]([S:29]([CH2:32][CH3:33])(=[O:31])=[O:30])[CH:4]=1)#[N:2].[H-].[Na+].[CH3:36][S:37](Cl)(=[O:39])=[O:38], predict the reaction product. The product is: [C:1]([C:3]1[CH:8]=[CH:7][C:6]([C@@H:9]2[C:14]([C:15]#[N:16])=[C:13]([CH3:17])[N:12]([C:18]3[CH:23]=[CH:22][CH:21]=[C:20]([C:24]([F:27])([F:26])[F:25])[CH:19]=3)[C:11](=[O:28])[N:10]2[S:37]([CH3:36])(=[O:39])=[O:38])=[C:5]([S:29]([CH2:32][CH3:33])(=[O:31])=[O:30])[CH:4]=1)#[N:2].